The task is: Regression. Given two drug SMILES strings and cell line genomic features, predict the synergy score measuring deviation from expected non-interaction effect.. This data is from NCI-60 drug combinations with 297,098 pairs across 59 cell lines. (1) Drug 1: CN(C)C1=NC(=NC(=N1)N(C)C)N(C)C. Drug 2: CC1CCCC2(C(O2)CC(NC(=O)CC(C(C(=O)C(C1O)C)(C)C)O)C(=CC3=CSC(=N3)C)C)C. Cell line: SK-OV-3. Synergy scores: CSS=-1.04, Synergy_ZIP=-1.02, Synergy_Bliss=-2.62, Synergy_Loewe=-3.61, Synergy_HSA=-3.17. (2) Drug 1: C1=CC(=CC=C1CCCC(=O)O)N(CCCl)CCCl. Drug 2: CC1=C(N=C(N=C1N)C(CC(=O)N)NCC(C(=O)N)N)C(=O)NC(C(C2=CN=CN2)OC3C(C(C(C(O3)CO)O)O)OC4C(C(C(C(O4)CO)O)OC(=O)N)O)C(=O)NC(C)C(C(C)C(=O)NC(C(C)O)C(=O)NCCC5=NC(=CS5)C6=NC(=CS6)C(=O)NCCC[S+](C)C)O. Cell line: SF-539. Synergy scores: CSS=29.8, Synergy_ZIP=-5.12, Synergy_Bliss=-1.88, Synergy_Loewe=-2.27, Synergy_HSA=-0.777. (3) Drug 1: C1CCN(CC1)CCOC2=CC=C(C=C2)C(=O)C3=C(SC4=C3C=CC(=C4)O)C5=CC=C(C=C5)O. Drug 2: C1=C(C(=O)NC(=O)N1)N(CCCl)CCCl. Cell line: DU-145. Synergy scores: CSS=23.6, Synergy_ZIP=0.778, Synergy_Bliss=0.0104, Synergy_Loewe=-1.61, Synergy_HSA=-1.21. (4) Drug 1: C1=CN(C(=O)N=C1N)C2C(C(C(O2)CO)O)O.Cl. Drug 2: C1=CN(C=N1)CC(O)(P(=O)(O)O)P(=O)(O)O. Cell line: RXF 393. Synergy scores: CSS=7.04, Synergy_ZIP=3.13, Synergy_Bliss=-1.81, Synergy_Loewe=0.270, Synergy_HSA=0.429. (5) Drug 1: CCN(CC)CCNC(=O)C1=C(NC(=C1C)C=C2C3=C(C=CC(=C3)F)NC2=O)C. Drug 2: CN(CC1=CN=C2C(=N1)C(=NC(=N2)N)N)C3=CC=C(C=C3)C(=O)NC(CCC(=O)O)C(=O)O. Cell line: SN12C. Synergy scores: CSS=6.18, Synergy_ZIP=-2.65, Synergy_Bliss=-1.53, Synergy_Loewe=-6.92, Synergy_HSA=-4.30. (6) Drug 1: CC12CCC(CC1=CCC3C2CCC4(C3CC=C4C5=CN=CC=C5)C)O. Drug 2: C1=NC2=C(N=C(N=C2N1C3C(C(C(O3)CO)O)O)F)N. Cell line: HCC-2998. Synergy scores: CSS=9.46, Synergy_ZIP=-5.43, Synergy_Bliss=-7.82, Synergy_Loewe=-14.2, Synergy_HSA=-8.89. (7) Drug 1: CNC(=O)C1=NC=CC(=C1)OC2=CC=C(C=C2)NC(=O)NC3=CC(=C(C=C3)Cl)C(F)(F)F. Drug 2: CN1C2=C(C=C(C=C2)N(CCCl)CCCl)N=C1CCCC(=O)O.Cl. Cell line: SW-620. Synergy scores: CSS=-1.11, Synergy_ZIP=1.60, Synergy_Bliss=1.72, Synergy_Loewe=-0.389, Synergy_HSA=-0.369. (8) Drug 1: C1CN1P(=S)(N2CC2)N3CC3. Drug 2: CC1=C2C(C(=O)C3(C(CC4C(C3C(C(C2(C)C)(CC1OC(=O)C(C(C5=CC=CC=C5)NC(=O)OC(C)(C)C)O)O)OC(=O)C6=CC=CC=C6)(CO4)OC(=O)C)O)C)O. Cell line: COLO 205. Synergy scores: CSS=34.4, Synergy_ZIP=-10.2, Synergy_Bliss=-1.24, Synergy_Loewe=0.0778, Synergy_HSA=0.153. (9) Drug 2: C1C(C(OC1N2C=NC3=C2NC=NCC3O)CO)O. Drug 1: CN1CCC(CC1)COC2=C(C=C3C(=C2)N=CN=C3NC4=C(C=C(C=C4)Br)F)OC. Synergy scores: CSS=9.40, Synergy_ZIP=-1.82, Synergy_Bliss=4.24, Synergy_Loewe=3.91, Synergy_HSA=3.94. Cell line: NCIH23.